Dataset: KCNQ2 potassium channel screen with 302,405 compounds. Task: Binary Classification. Given a drug SMILES string, predict its activity (active/inactive) in a high-throughput screening assay against a specified biological target. (1) The result is 0 (inactive). The molecule is Clc1c(OCC(O)CS(=O)(=O)c2ccccc2)cccc1. (2) The drug is s1c=2n(C(=N)/C(=C\c3cc(OC)c(OCCCOc4c(cccc4C)C)cc3)C(=O)N2)cc1. The result is 0 (inactive). (3) The compound is Brc1cc(c2nc(cc3c2[nH]c2c3cccc2)C(=O)NCCCN2CCOCC2)ccc1. The result is 0 (inactive). (4) The compound is S(CC(=O)NC1CCCCC1)c1n2c(nn1)c(CC)c(nc2N)C. The result is 0 (inactive). (5) The molecule is S(Cc1nccc(OC)c1)\C(=N\c1c(cccc1)C(F)(F)F)N. The result is 0 (inactive). (6) The molecule is s1c(N2CCN(CC(=O)N3C(CCCC3C)C)CC2)nc(c1)c1ccc(F)cc1. The result is 0 (inactive). (7) The molecule is S=C1N(C(CC(N1)(C)C)C)CCC(=O)NCc1ccc(F)cc1. The result is 0 (inactive). (8) The molecule is O=C1N(C(=O)C2C(C1(CC2)C)(C)C)c1ccc(cc1)C. The result is 0 (inactive). (9) The molecule is S=C(Nc1cc(C(C)C)ccc1O)NC(=O)c1cccnc1. The result is 0 (inactive). (10) The compound is O(c1cc([N+]([O-])=O)cc([N+]([O-])=O)c1)c1cccnc1. The result is 0 (inactive).